Dataset: Drug-target binding data from BindingDB using IC50 measurements. Task: Regression. Given a target protein amino acid sequence and a drug SMILES string, predict the binding affinity score between them. We predict pIC50 (pIC50 = -log10(IC50 in M); higher means more potent). Dataset: bindingdb_ic50. (1) The pIC50 is 5.2. The small molecule is O=P(O)(O)O[C@H]1[C@H](O)[C@@H](OP(=O)(O)O)[C@H](OP(=O)(O)O)[C@@H](O)[C@H]1O. The target protein (P17105) has sequence MTLPGHPTGMARPRGAGPCSPGLERAPRRSVGELRLLFEARCAAVAAAAAAGEPRARGAKRRGGQVPNGLPRAAPAPVIPQLTVTSEEDVAPASPGPPDREGNWLPAAGSHLQQPRRLSTSSLSSTGSSSLLEDSEDDLLSDSESRSRGNVQLETSEDVGQKSHWQKIRTMVNLPVMSPFKKRYSWVQLAGHTGSFKAAGTSGLILKRSSEPEHYCLVRLMADVLRGCVPAFHGVVERDGESYLQLQDLLDGFDGPCVLDCKMGVRTYLEEELTKARERPKLRKDMYKKMLAVDPEAPTEEEHAQRAVTKPRYMQWREGISSSTTLGFRIEGIKKADGSCSTDFKTTRSREQVTRVFEEFMQGDAEVLKRYLNRLQQIRDTLEISDFFRRHEVIGSSLLFVHDHCHRAGVWLIDFGKTTPLPDGQILDHRRPWEEGNREDGYLLGLDNLIGILANLAER. (2) The target protein sequence is MAFKKKYLPPLLGFFLAYYYYSANEEFRPEMLQGKKVIVTGASKGIGEQMAYHLAKMGAHVVVTARSKETLKKVVSHCLELGAASAHYIPGTMEDMTFAEQFVAKAGKLMGGLDMLILNHITNTSMNLFSGDIHLVRRSMEVNFLSYVVLSAAALPMLKQSNGSIVVVSSKAGKMSSPLVAPYSASKFALDGFFSSVRMEHSVTKVNVSITLCILGLINTDTAMKAVSGILSTVGASSKEECALEIIKGGALRQEEVYYDNSVWTAFLLGNPGRKILEFLSLRSYKLDKFINN. The pIC50 is 5.4. The compound is CCCSc1nc(N2CCC[C@@H](CC(=O)O)C2)ccc1C(=O)NC1CCCCC1. (3) The compound is O=C(NCC(F)(F)F)[C@@H]1CN(Cc2cc3cccc(Cl)c3o2)CCN1C[C@@H](O)C[C@@H](Cc1ccncc1)C(=O)N[C@H]1c2ccccc2OC[C@H]1O. The target protein sequence is PQITLWKRPIVTIKIGGQLKEALLDTGADDTVLEEIDLPGRWKPKIIGGIGGFIKVKQYDQIPIEICGHKVISTVLVGPTPVNVIGRNLMTQLGCTLNF. The pIC50 is 9.6. (4) The drug is COC(=O)C1=C(C)NC(C)=C(C(=O)OC)C1c1ccccc1[N+](=O)[O-]. The target protein sequence is MAAPDLLDPKSAAQNSKPRLSFSTKPTVLASRVESDTTINVMKWKTVSTIFLVVVLYLIIGATVFKALEQPHEISQRTTIVIQKQTFISQHACVNSTELDELIQQIVAAINAGIIPLGNTSNQISHWDLGSSFFFAGTVITTIGFGNISPRTEGGKIFCIIYALLGIPLFGFLLAGVGDQLGTIFGKGIAKVEDTFIKWNVSQTKIRIISTIIFILFGCVLFVALPAIIFKHIEGWSALDAIYFVVITLTTIGFGDYVAGGSDIEYLDFYKPVVWFWILVGLAYFAAVLSMIGDWLRVISKKTKEEVGEFRAHAAEWTANVTAEFKETRRRLSVEIYDKFQRATSIKRKLSAELAGNHNQELTPCRRTLSVNHLASERDVLPSLLKTESIYLNGLTPHCAGEEIAVIENIK. The pIC50 is 5.1. (5) The compound is Cc1c(Cl)cccc1CCCCOc1ccc(C#Cc2c(F)ccc3c(CCCC(=O)O)c(C)n(CCCC(=O)O)c23)cc1. The target protein (Q9NS75) has sequence MERKFMSLQPSISVSEMEPNGTFSNNNSRNCTIENFKREFFPIVYLIIFFWGVLGNGLSIYVFLQPYKKSTSVNVFMLNLAISDLLFISTLPFRADYYLRGSNWIFGDLACRIMSYSLYVNMYSSIYFLTVLSVVRFLAMVHPFRLLHVTSIRSAWILCGIIWILIMASSIMLLDSGSEQNGSVTSCLELNLYKIAKLQTMNYIALVVGCLLPFFTLSICYLLIIRVLLKVEVPESGLRVSHRKALTTIIITLIIFFLCFLPYHTLRTVHLTTWKVGLCKDRLHKALVITLALAAANACFNPLLYYFAGENFKDRLKSALRKGHPQKAKTKCVFPVSVWLRKETRV. The pIC50 is 7.3. (6) The drug is O=c1cc(O)n(CCc2cc(Cl)cc(Cl)c2)c(=O)n1C1CC2CCC1C2. The target protein (P15381) has sequence MLRALVQPATPAYQPLPSHLSAETESTCKGTVVHEAQLNHFYISPGGSNYGSPRPAHANMNANAAAGLAPEHIPTPGAALSWQAAIDAARQAKLMGSAGNATISTVSSTQRKRQQYGKPKKQGSTTATRPPRALLCLTLKNPIRRACISIVEWKPFEIIILLTIFANCVALAIYIPFPEDDSNATNSNLERVEYLFLIIFTVEAFLKVIAYGLLFHPNAYLRNGWNLLDFIIVVVGLFSAILEQATKADGANALGGKGAGFDVKALRAFRVLRPLRLVSGVPSLQVVLNSIIKAMVPLLHIALLVLFVIIIYAIIGLELFMGKMHKTCYNQEGVADVPAEDDPSPCALETGHGRQCQNGTVCKPGWDGPKHGITNFDNFAFAMLTVFQCITMEGWTDVLYWMQDAMGYELPWVYFVSLVIFGSFFVLNLVLGVLSGEFSKEREKAKARGDFQKLREKQQLEEDLKGYLDWITQAEDIDPENEDEGMDEEKPRNMSMPTSE.... The pIC50 is 5.3. (7) The drug is Cc1nc(Cn2nc(-c3ccccc3)c3ccccc32)no1. The target protein sequence is MPTRKSNTYLSLVNSYLIDSPQPSSINYWWNLGSLLGLCLVIQIASGVFLAMHYSSNIELAFDSVEHIMRDVNAGWLIRYIHANGASFFFICMYLHIGKALYYGSYKQPRVMLWVIGVVIFILTMAIAFMGYCLVYGQMSHWGATVITNLLSAIPFIGNDIVPFIWGGFSVSNPTIQRFFALHFLLPFILAALVCMHLMALHVHGSSNPVGITGNIDRLPMHPYFIFKDLITVFVFLLIFSLFVFYSPNTLGHPDNYIPGNPMVTPPSIVPEWYLLPFYAILRSIPDKLGGVIAMFGAILILLSLPYTDRSIIRGNSFKVLSKLAFYLFVFNFILLGNLGQLHVEVPYIQLGQFATAYYFAHYIIVVPVISTLENILYYIGTQTRVK. The pIC50 is 4.2. (8) The small molecule is O=C(CN1C(=O)/C(=C/c2cccc(O)c2O)SC1=S)Nc1ccc(Oc2ccc(Cl)cc2)cc1. The target protein (P45568) has sequence MKQLTILGSTGSIGCSTLDVVRHNPEHFRVVALVAGKNVTRMVEQCLEFSPRYAVMDDEASAKLLKTMLQQQGSRTEVLSGQQAACDMAALEDVDQVMAAIVGAAGLLPTLAAIRAGKTILLANKESLVTCGRLFMDAVKQSKAQLLPVDSEHNAIFQSLPQPIQHNLGYADLEQNGVVSILLTGSGGPFRETPLRDLATMTPDQACRHPNWSMGRKISVDSATMMNKGLEYIEARWLFNASASQMEVLIHPQSVIHSMVRYQDGSVLAQLGEPDMRTPIAHTMAWPNRVNSGVKPLDFCKLSALTFAAPDYDRYPCLKLAMEAFEQGQAATTALNAANEITVAAFLAQQIRFTDIAALNLSVLEKMDMREPQCVDDVLSVDANAREVARKEVMRLAS. The pIC50 is 5.5. (9) The drug is C=CC(=O)NC[C@H](NC(=O)NC(C)(C)C)C(=O)N1CC2[C@@H]([C@H]1C(=O)NC(CC1CCC1)C(=O)C(N)=O)C2(C)C. The target protein sequence is APITAYAQQTRGLLGCIITSLTGRDKNQVEGEVQIVSTAAQTFLATCINGVCWTVYHGAGTRTIASPKGPVIQMYTNVDQDLVGWPAPQGARSLTPCTCGSSDLYLVTRHADVIPVRRRGDSRGSLLSPRPISYLKGSSGGPLLCPAGHAVGLFRAAVSTRGVAKAVDFIPVENLETTMRS. The pIC50 is 5.5.